The task is: Predict which catalyst facilitates the given reaction.. This data is from Catalyst prediction with 721,799 reactions and 888 catalyst types from USPTO. (1) Reactant: [F:1][C:2]1[CH:8]=[C:7]([S:9][C:10]([F:13])([F:12])[F:11])[CH:6]=[CH:5][C:3]=1[NH2:4].[CH3:14][O-:15].[Na+].[CH3:17]O.C=O. Product: [F:1][C:2]1[CH:8]=[C:7]([S:9][C:10]([F:11])([F:13])[F:12])[CH:6]=[CH:5][C:3]=1[NH:4][CH2:14][O:15][CH3:17]. The catalyst class is: 5. (2) Reactant: I[C:2]1[C:11](=[O:12])[C:10]2[C:5](=[CH:6][CH:7]=[CH:8][CH:9]=2)[N:4]([CH2:13][C:14]2[CH:19]=[CH:18][CH:17]=[C:16]([CH3:20])[N:15]=2)[CH:3]=1.C([Mg]Cl)(C)C.CON(C)[C:29]([C:31]1[CH:35]=[C:34]([CH3:36])[O:33][N:32]=1)=[O:30]. Product: [CH3:36][C:34]1[O:33][N:32]=[C:31]([C:29]([C:2]2[C:11](=[O:12])[C:10]3[C:5](=[CH:6][CH:7]=[CH:8][CH:9]=3)[N:4]([CH2:13][C:14]3[CH:19]=[CH:18][CH:17]=[C:16]([CH3:20])[N:15]=3)[CH:3]=2)=[O:30])[CH:35]=1. The catalyst class is: 1. (3) Reactant: [CH3:1][C:2]1[N:7]=[C:6]([C:8]2[CH:13]=[CH:12][CH:11]=[CH:10][C:9]=2[O:14]CC2C=CC=CC=2)[N:5]([CH2:22][CH2:23][C:24]2[CH:29]=[CH:28][CH:27]=[CH:26][CH:25]=2)[C:4](=[O:30])[C:3]=1[C:31]1[CH:35]=[CH:34][S:33][CH:32]=1. Product: [OH:14][C:9]1[CH:10]=[CH:11][CH:12]=[CH:13][C:8]=1[C:6]1[N:5]([CH2:22][CH2:23][C:24]2[CH:29]=[CH:28][CH:27]=[CH:26][CH:25]=2)[C:4](=[O:30])[C:3]([C:31]2[CH:35]=[CH:34][S:33][CH:32]=2)=[C:2]([CH3:1])[N:7]=1. The catalyst class is: 45. (4) Reactant: [F:1][C:2]([F:45])([F:44])[C:3]1[CH:4]=[C:5]([CH:37]=[C:38]([C:40]([F:43])([F:42])[F:41])[CH:39]=1)[CH2:6][N:7]([CH2:23][C:24]1[CH:29]=[C:28]([C:30]([F:33])([F:32])[F:31])[CH:27]=[CH:26][C:25]=1[NH:34][CH2:35][CH3:36])[C:8]1[N:13]=[CH:12][C:11]([O:14][CH2:15][CH2:16][CH2:17][C:18]([O:20][CH2:21][CH3:22])=[O:19])=[CH:10][N:9]=1.N1C=CC=CC=1.[C:52](Cl)(=[O:56])[CH2:53][CH2:54][CH3:55].Cl. Product: [F:43][C:40]([F:41])([F:42])[C:38]1[CH:37]=[C:5]([CH:4]=[C:3]([C:2]([F:1])([F:44])[F:45])[CH:39]=1)[CH2:6][N:7]([CH2:23][C:24]1[CH:29]=[C:28]([C:30]([F:33])([F:32])[F:31])[CH:27]=[CH:26][C:25]=1[N:34]([C:52](=[O:56])[CH2:53][CH2:54][CH3:55])[CH2:35][CH3:36])[C:8]1[N:9]=[CH:10][C:11]([O:14][CH2:15][CH2:16][CH2:17][C:18]([O:20][CH2:21][CH3:22])=[O:19])=[CH:12][N:13]=1. The catalyst class is: 2. (5) Reactant: [F:1][C:2]1[CH:7]=[C:6]([S:8][CH3:9])[CH:5]=[CH:4][C:3]=1[C:10]1[N:11]=[CH:12][C:13]([OH:16])=[N:14][CH:15]=1.CS(O[C@@H:22]([CH:24]1[CH2:29][CH2:28][N:27]([C:30]([O:32][CH:33]([CH3:35])[CH3:34])=[O:31])[CH2:26][CH2:25]1)[CH3:23])(=O)=O.C([O-])([O-])=O.[K+].[K+]. Product: [F:1][C:2]1[CH:7]=[C:6]([S:8][CH3:9])[CH:5]=[CH:4][C:3]=1[C:10]1[N:11]=[CH:12][C:13]([O:16][C@H:22]([CH:24]2[CH2:25][CH2:26][N:27]([C:30]([O:32][CH:33]([CH3:34])[CH3:35])=[O:31])[CH2:28][CH2:29]2)[CH3:23])=[N:14][CH:15]=1. The catalyst class is: 3.